From a dataset of Full USPTO retrosynthesis dataset with 1.9M reactions from patents (1976-2016). Predict the reactants needed to synthesize the given product. (1) Given the product [Cl:9][C:8]1[N:1]=[C:2]([Cl:3])[N:4]=[C:5]([NH:21][CH2:20][C@@H:19]([C:13]2[CH:18]=[CH:17][CH:16]=[CH:15][CH:14]=2)[CH3:22])[N:7]=1, predict the reactants needed to synthesize it. The reactants are: [N:1]1[C:8]([Cl:9])=[N:7][C:5](Cl)=[N:4][C:2]=1[Cl:3].CC#N.[C:13]1([C@@H:19]([CH3:22])[CH2:20][NH2:21])[CH:18]=[CH:17][CH:16]=[CH:15][CH:14]=1.[OH-].[Na+]. (2) Given the product [CH3:1][O:2][C:3]([C:5]1[O:6][CH:7]=[C:8]([Br:12])[C:9]=1[CH2:10][N:17]([CH2:18][C:19]1[CH:24]=[CH:23][C:22]([O:25][CH3:26])=[CH:21][C:20]=1[O:27][CH3:28])[CH2:16][C:15]([O:14][CH3:13])=[O:29])=[O:4].[CH3:1][O:2][C:3]([C:5]1[O:6][CH:7]=[CH:8][C:9]=1[CH2:10][N:17]([CH2:18][C:19]1[CH:24]=[CH:23][C:22]([O:25][CH3:26])=[CH:21][C:20]=1[O:27][CH3:28])[CH2:16][C:15]([O:14][CH3:13])=[O:29])=[O:4], predict the reactants needed to synthesize it. The reactants are: [CH3:1][O:2][C:3]([C:5]1[O:6][CH:7]=[C:8]([Br:12])[C:9]=1[CH2:10]Br)=[O:4].[CH3:13][O:14][C:15](=[O:29])[CH2:16][NH:17][CH2:18][C:19]1[CH:24]=[CH:23][C:22]([O:25][CH3:26])=[CH:21][C:20]=1[O:27][CH3:28].C(=O)([O-])[O-].[K+].[K+]. (3) Given the product [CH3:47][O:46][C:44]1[C:43]([S:48][CH2:49][CH2:50][CH2:51][N:52]([CH3:65])[C:53]2[CH:58]=[CH:57][C:56]([C:59]3[CH:60]=[CH:61][CH:62]=[CH:63][CH:64]=3)=[CH:55][N:54]=2)=[CH:42][C:41]([CH3:67])=[C:40]([CH:45]=1)[O:39][CH2:38][C:37]([OH:68])=[O:36], predict the reactants needed to synthesize it. The reactants are: COC(=O)COC1C=C(OC)C(SCCCNC2C=CC(C3C=CC=CC=3)=CN=2)=CC=1C.C=O.C[O:36][C:37](=[O:68])[CH2:38][O:39][C:40]1[CH:45]=[C:44]([O:46][CH3:47])[C:43]([S:48][CH2:49][CH2:50][CH2:51][N:52]([CH2:65]C)[C:53]2[CH:58]=[CH:57][C:56]([C:59]3[CH:64]=[CH:63][CH:62]=[CH:61][CH:60]=3)=[CH:55][N:54]=2)=[CH:42][C:41]=1[CH3:67]. (4) Given the product [F:1][C:2]1[CH:3]=[C:4]([CH:7]=[CH:8][C:9]=1[NH:21][CH:18]([CH2:19][OH:20])[CH2:17][CH3:16])[C:5]#[N:6], predict the reactants needed to synthesize it. The reactants are: [F:1][C:2]1[CH:3]=[C:4]([CH:7]=[CH:8][C:9]=1F)[C:5]#[N:6].C(=O)(O)[O-].[Na+].[CH3:16][CH2:17][C@@H:18]([NH2:21])[CH2:19][OH:20]. (5) The reactants are: [Cl:1][C:2]1[CH:3]=[C:4]([CH:23]=[CH:24][C:25]=1[Cl:26])[CH2:5][N:6]([CH3:22])[C:7]([C:9]1[CH2:10][N:11]([CH2:16][CH:17](OC)OC)[C:12](=[O:15])[C:13]=1[OH:14])=[O:8].FC(F)(F)C(O)=O.[N:34]1[CH:39]=[CH:38][C:37]([N:40]2[CH2:45][CH2:44][NH:43][CH2:42][CH2:41]2)=[CH:36][CH:35]=1.C([BH3-])#N.[Na+]. Given the product [Cl:1][C:2]1[CH:3]=[C:4]([CH:23]=[CH:24][C:25]=1[Cl:26])[CH2:5][N:6]([CH3:22])[C:7]([C:9]1[CH2:10][N:11]([CH2:16][CH2:17][N:43]2[CH2:44][CH2:45][N:40]([C:37]3[CH:38]=[CH:39][N:34]=[CH:35][CH:36]=3)[CH2:41][CH2:42]2)[C:12](=[O:15])[C:13]=1[OH:14])=[O:8], predict the reactants needed to synthesize it. (6) Given the product [CH3:27][C:2]1([CH3:1])[O:3][C:4](=[O:26])[C@H:5]([C@@H:7]([C:8]([N:66]2[CH2:65][CH2:64][N:63]([C:67]3[CH:72]=[C:71]([C:73]([F:76])([F:74])[F:75])[CH:70]=[CH:69][N:68]=3)[CH2:62][C@H:61]2[CH3:60])=[O:10])[CH2:22][CH:23]([CH3:24])[CH3:25])[O:6]1, predict the reactants needed to synthesize it. The reactants are: [CH3:1][C:2]1([CH3:27])[O:6][C@@H:5]([C@H:7]([CH2:22][CH:23]([CH3:25])[CH3:24])[C:8]([O:10]C2C(F)=C(F)C(F)=C(F)C=2F)=O)[C:4](=[O:26])[O:3]1.ONC(=O)[C@@H](O)[C@@H](C(N1CCN(C2C=CC=CN=2)CC1)=O)CC(C)C.C(N(CC)CC)C.[CH3:60][C@H:61]1[NH:66][CH2:65][CH2:64][N:63]([C:67]2[CH:72]=[C:71]([C:73]([F:76])([F:75])[F:74])[CH:70]=[CH:69][N:68]=2)[CH2:62]1. (7) Given the product [CH3:1][C:2]1[N:3]([CH2:15][C:16]2[CH:21]=[CH:20][C:19]([O:22][Si:23]([CH:30]([CH3:32])[CH3:31])([CH:27]([CH3:29])[CH3:28])[CH:24]([CH3:25])[CH3:26])=[C:18]([C:33]([F:36])([F:35])[F:34])[CH:17]=2)[C:4]2[C:9]([CH:10]=1)=[C:8]([NH2:11])[CH:7]=[CH:6][C:5]=2[CH3:14], predict the reactants needed to synthesize it. The reactants are: [CH3:1][C:2]1[N:3]([CH2:15][C:16]2[CH:21]=[CH:20][C:19]([O:22][Si:23]([CH:30]([CH3:32])[CH3:31])([CH:27]([CH3:29])[CH3:28])[CH:24]([CH3:26])[CH3:25])=[C:18]([C:33]([F:36])([F:35])[F:34])[CH:17]=2)[C:4]2[C:9]([CH:10]=1)=[C:8]([N+:11]([O-])=O)[CH:7]=[CH:6][C:5]=2[CH3:14].[H][H]. (8) Given the product [OH:5][C:4]1[C:3]2[C:2](=[CH:11][CH:10]=[C:9]([O:12][CH2:13][CH2:14][O:15][CH3:16])[CH:8]=2)[N:1]=[CH:18][N:19]=1, predict the reactants needed to synthesize it. The reactants are: [NH2:1][C:2]1[CH:11]=[CH:10][C:9]([O:12][CH2:13][CH2:14][O:15][CH3:16])=[CH:8][C:3]=1[C:4](OC)=[O:5].Cl.[CH:18](N)=[NH:19]. (9) Given the product [CH:23]1([C:19]2[CH:20]=[C:21]([CH3:22])[C:16]([N:13]3[CH2:14][CH2:15][N:10]([C:8]([C:5]4[CH:4]=[CH:3][C:2]([N:29]5[CH2:30][C:31](=[O:32])[N:27]([CH3:26])[C:28]5=[O:33])=[N:7][CH:6]=4)=[O:9])[CH2:11][CH2:12]3)=[N:17][CH:18]=2)[CH2:25][CH2:24]1, predict the reactants needed to synthesize it. The reactants are: Br[C:2]1[N:7]=[CH:6][C:5]([C:8]([N:10]2[CH2:15][CH2:14][N:13]([C:16]3[C:21]([CH3:22])=[CH:20][C:19]([CH:23]4[CH2:25][CH2:24]4)=[CH:18][N:17]=3)[CH2:12][CH2:11]2)=[O:9])=[CH:4][CH:3]=1.[CH3:26][N:27]1[C:31](=[O:32])[CH2:30][NH:29][C:28]1=[O:33].